This data is from Forward reaction prediction with 1.9M reactions from USPTO patents (1976-2016). The task is: Predict the product of the given reaction. (1) Given the reactants [N+](=[C:3]([C:9]1[S:10][CH:11]=[C:12]([CH3:14])[N:13]=1)[C:4]([O:6][CH2:7][CH3:8])=[O:5])=[N-].[CH3:15][OH:16], predict the reaction product. The product is: [CH3:15][O:16][CH:3]([C:9]1[S:10][CH:11]=[C:12]([CH3:14])[N:13]=1)[C:4]([O:6][CH2:7][CH3:8])=[O:5]. (2) Given the reactants [N:1]1([CH2:6][CH2:7][N:8]2[C:16]3[C:11](=[CH:12][CH:13]=[C:14]([NH2:17])[CH:15]=3)[CH:10]=[N:9]2)[CH2:5][CH2:4][CH2:3][CH2:2]1.[CH2:18]([O:25][C:26]1[CH:31]=[CH:30][C:29]([CH2:32][C:33](O)=[O:34])=[CH:28][CH:27]=1)[C:19]1[CH:24]=[CH:23][CH:22]=[CH:21][CH:20]=1.Cl.C(N=C=NC(C)(C)CC)C.ON1C2C=CC=CC=2N=N1.CN1CCOCC1, predict the reaction product. The product is: [CH2:18]([O:25][C:26]1[CH:27]=[CH:28][C:29]([CH2:32][C:33]([NH:17][C:14]2[CH:15]=[C:16]3[C:11]([CH:10]=[N:9][N:8]3[CH2:7][CH2:6][N:1]3[CH2:5][CH2:4][CH2:3][CH2:2]3)=[CH:12][CH:13]=2)=[O:34])=[CH:30][CH:31]=1)[C:19]1[CH:20]=[CH:21][CH:22]=[CH:23][CH:24]=1. (3) Given the reactants C(OC([N:8]1[C:16]2[C:11](=[CH:12][CH:13]=[C:14]([Cl:17])[CH:15]=2)/[C:10](=[CH:18]/[C:19]2[CH:24]=[CH:23][CH:22]=[C:21]([Cl:25])[CH:20]=2)/[C:9]1=[O:26])=O)(C)(C)C.[Br:27][C:28]1[CH:29]=[CH:30][C:31]([O:43][CH:44]2[CH2:48][CH2:47][N:46]([C:49]([O:51][C:52]([CH3:55])([CH3:54])[CH3:53])=[O:50])[CH2:45]2)=[C:32]([CH:34]=[N:35][C:36]([O:38][Si](C)(C)C)=[CH2:37])[CH:33]=1, predict the reaction product. The product is: [Br:27][C:28]1[CH:29]=[CH:30][C:31]([O:43][CH:44]2[CH2:48][CH2:47][N:46]([C:49]([O:51][C:52]([CH3:55])([CH3:54])[CH3:53])=[O:50])[CH2:45]2)=[C:32]([CH:34]2[C:10]3([C:11]4[C:16](=[CH:15][C:14]([Cl:17])=[CH:13][CH:12]=4)[NH:8][C:9]3=[O:26])[CH:18]([C:19]3[CH:24]=[CH:23][CH:22]=[C:21]([Cl:25])[CH:20]=3)[CH2:37][C:36](=[O:38])[NH:35]2)[CH:33]=1. (4) Given the reactants [Cl:1][C:2]1[N:7]=[CH:6][C:5]([C:8]2([C:16]#[N:17])[CH2:13][CH2:12][C:11]([F:15])([F:14])[CH2:10][CH2:9]2)=[CH:4][CH:3]=1.Cl, predict the reaction product. The product is: [F:15][C:11]1([F:14])[CH2:10][CH2:9][C:8]([CH2:16][NH2:17])([C:5]2[CH:6]=[N:7][C:2]([Cl:1])=[CH:3][CH:4]=2)[CH2:13][CH2:12]1. (5) The product is: [F:29][C:30]1[CH:35]=[CH:34][C:33]([S:36][CH:10]=[CH:9][C:8](=[N:7][C:1]2[CH:6]=[CH:5][CH:4]=[CH:3][CH:2]=2)[S:15][CH:16]([CH2:21][CH3:22])[CH:17]([CH3:20])[CH2:18][CH3:19])=[CH:32][CH:31]=1. Given the reactants [C:1]1([N:7]=[C:8]([S:15][CH:16]([CH2:21][CH3:22])[CH:17]([CH3:20])[CH2:18][CH3:19])[C:9]#[C:10][Si](C)(C)C)[CH:6]=[CH:5][CH:4]=[CH:3][CH:2]=1.C(=O)([O-])[O-].[K+].[K+].[F:29][C:30]1[CH:35]=[CH:34][C:33]([SH:36])=[CH:32][CH:31]=1, predict the reaction product. (6) Given the reactants [F:1][C@H:2]1[CH2:8][O:7][CH2:6][C:5]([NH2:9])=[N:4][C@@:3]1([C:11]1[CH:16]=[C:15]([N+:17]([O-])=O)[CH:14]=[CH:13][C:12]=1[F:20])[CH3:10], predict the reaction product. The product is: [NH2:17][C:15]1[CH:14]=[CH:13][C:12]([F:20])=[C:11]([C@:3]2([CH3:10])[C@@H:2]([F:1])[CH2:8][O:7][CH2:6][C:5]([NH2:9])=[N:4]2)[CH:16]=1. (7) Given the reactants [CH3:1][O:2][C:3](=[O:16])[C:4]([O:7][C:8]1[CH:13]=[CH:12][C:11]([OH:14])=[CH:10][C:9]=1[CH3:15])([CH3:6])[CH3:5].[Br:17][CH2:18][CH2:19]Br.C([O-])([O-])=O.[Cs+].[Cs+], predict the reaction product. The product is: [CH3:1][O:2][C:3](=[O:16])[C:4]([O:7][C:8]1[CH:13]=[CH:12][C:11]([O:14][CH2:19][CH2:18][Br:17])=[CH:10][C:9]=1[CH3:15])([CH3:6])[CH3:5]. (8) Given the reactants [Cl:1][C:2]1[CH:26]=[N:25][C:5]2[NH:6][C:7]3[C:12]([C:4]=2[CH:3]=1)=[C:11]([C:13]1[CH:18]=[CH:17][CH:16]=[C:15]([S:19]([CH2:22][CH3:23])(=[O:21])=[O:20])[CH:14]=1)[CH:10]=[CH:9][C:8]=3[OH:24].C(S(C1C=C(C2C=CC(OCCCN(C)C)=C3[C:39]=2[C:40]2[CH:39]=[C:40](C)[CH:41]=[N:42][C:41]=2[NH:42]3)C=CC=1)(=O)=O)C, predict the reaction product. The product is: [Cl:1][C:2]1[CH:26]=[N:25][C:5]2[NH:6][C:7]3[C:12]([C:4]=2[CH:3]=1)=[C:11]([C:13]1[CH:18]=[CH:17][CH:16]=[C:15]([S:19]([CH2:22][CH3:23])(=[O:21])=[O:20])[CH:14]=1)[CH:10]=[CH:9][C:8]=3[O:24][CH2:39][CH2:40][C:41]#[N:42]. (9) Given the reactants S(Cl)([Cl:4])(=O)=O.[CH2:6]([O:8][C:9](=[O:16])[CH2:10][C:11]([CH:13]1[CH2:15][CH2:14]1)=[O:12])[CH3:7], predict the reaction product. The product is: [Cl:4][CH:10]([C:11]([CH:13]1[CH2:15][CH2:14]1)=[O:12])[C:9]([O:8][CH2:6][CH3:7])=[O:16]. (10) Given the reactants [OH:1][CH2:2][C@H:3]1[NH:7][C:6](=[O:8])[CH2:5][CH2:4]1.[CH:9](=O)[C:10]1[CH:15]=[CH:14][CH:13]=[CH:12][CH:11]=1.O.C1(C)C=CC(S(O)(=O)=O)=CC=1, predict the reaction product. The product is: [C:10]1([C@@H:9]2[N:7]3[C:6](=[O:8])[CH2:5][CH2:4][C@H:3]3[CH2:2][O:1]2)[CH:15]=[CH:14][CH:13]=[CH:12][CH:11]=1.